This data is from Catalyst prediction with 721,799 reactions and 888 catalyst types from USPTO. The task is: Predict which catalyst facilitates the given reaction. (1) Reactant: [CH3:1][C:2]1[CH:10]=[CH:9][C:5]([C:6](Cl)=[O:7])=[CH:4][CH:3]=1.[CH2:11]([CH:13]([NH:18][NH:19][C:20](=[O:30])[C:21]1[CH:26]=[CH:25][CH:24]=[C:23]([O:27][CH3:28])[C:22]=1[CH3:29])[C:14]([CH3:17])([CH3:16])[CH3:15])[CH3:12].[C:31]([O-:34])([O-])=O.[K+].[K+].[C:37]([O-])(O)=[O:38].[Na+]. Product: [CH2:11]([CH:13]([N:18]([C:6](=[O:7])[C:5]1[CH:9]=[C:10]([O:38][CH3:37])[C:2]([CH3:1])=[C:3]([O:34][CH3:31])[CH:4]=1)[NH:19][C:20](=[O:30])[C:21]1[CH:26]=[CH:25][CH:24]=[C:23]([O:27][CH3:28])[C:22]=1[CH3:29])[C:14]([CH3:17])([CH3:15])[CH3:16])[CH3:12]. The catalyst class is: 2. (2) Reactant: [C:1]([C:3]1[C:4]([N:18]2[CH2:23][CH2:22][N:21]([C:24]([O:26][C:27]([CH3:30])([CH3:29])[CH3:28])=[O:25])[CH2:20][CH2:19]2)=[N:5][C:6]([CH3:17])=[C:7]([C:9]([NH:11][CH2:12][C:13](=[O:16])[CH2:14][CH3:15])=O)[CH:8]=1)#[N:2].N1C=CC=CC=1.ClC(Cl)(Cl)C(Cl)=O.C(=O)([O-])[O-].[K+].[K+]. Product: [C:1]([C:3]1[C:4]([N:18]2[CH2:23][CH2:22][N:21]([C:24]([O:26][C:27]([CH3:29])([CH3:28])[CH3:30])=[O:25])[CH2:20][CH2:19]2)=[N:5][C:6]([CH3:17])=[C:7]([C:9]2[O:16][C:13]([CH2:14][CH3:15])=[CH:12][N:11]=2)[CH:8]=1)#[N:2]. The catalyst class is: 79. (3) Reactant: [OH:1][C:2]1[CH:7]=[CH:6][C:5]([C:8]2[O:9][C:10]3[C:15]([C:16](=[O:18])[CH:17]=2)=[CH:14][CH:13]=[CH:12][CH:11]=3)=[CH:4][CH:3]=1.[C:19](Cl)(=[O:26])[C:20]1[CH:25]=[CH:24][CH:23]=[N:22][CH:21]=1. Product: [C:19]([O:1][C:2]1[CH:7]=[CH:6][C:5]([C:8]2[O:9][C:10]3[C:15]([C:16](=[O:18])[CH:17]=2)=[CH:14][CH:13]=[CH:12][CH:11]=3)=[CH:4][CH:3]=1)(=[O:26])[C:20]1[CH:25]=[CH:24][CH:23]=[N:22][CH:21]=1. The catalyst class is: 17. (4) Reactant: [NH2:1][C:2]1[C:3]([NH:13][CH2:14][CH2:15][OH:16])=[C:4]([CH:9]=[CH:10][C:11]=1[Cl:12])[C:5]([O:7][CH3:8])=[O:6].[Cl:17][C:18]1[CH:23]=[C:22]([Cl:24])[CH:21]=[C:20]([CH3:25])[C:19]=1[N:26]=[C:27]=S.Cl.C(N=C=NCCCN(C)C)C.C(N(CC)CC)C. Product: [Cl:12][C:11]1[C:2]2[N:1]=[C:27]([NH:26][C:19]3[C:20]([CH3:25])=[CH:21][C:22]([Cl:24])=[CH:23][C:18]=3[Cl:17])[N:13]([CH2:14][CH2:15][OH:16])[C:3]=2[C:4]([C:5]([O:7][CH3:8])=[O:6])=[CH:9][CH:10]=1. The catalyst class is: 30.